From a dataset of Reaction yield outcomes from USPTO patents with 853,638 reactions. Predict the reaction yield, written as a fraction of the theoretical maximum amount of product (1.0 means a 100% yield; for example, 0.34 means a 34% yield). The reactants are [CH2:1]([N:8]1[CH:16]=[C:15]2[C:10]([CH:11]=[C:12]([C:17]3[CH:18]=[C:19]([CH:27]4[CH2:31][CH2:30][NH:29][CH2:28]4)[N:20]4[C:25]=3[C:24]([NH2:26])=[N:23][CH:22]=[N:21]4)[CH:13]=[CH:14]2)=[N:9]1)[C:2]1[CH:7]=[CH:6][CH:5]=[CH:4][CH:3]=1.Br[CH2:33][CH2:34][O:35][CH3:36].[I-].[K+]. The catalyst is CN(C=O)C.C(N(CC)CC)C. The product is [CH2:1]([N:8]1[CH:16]=[C:15]2[C:10]([CH:11]=[C:12]([C:17]3[CH:18]=[C:19]([CH:27]4[CH2:31][CH2:30][N:29]([CH2:33][CH2:34][O:35][CH3:36])[CH2:28]4)[N:20]4[C:25]=3[C:24]([NH2:26])=[N:23][CH:22]=[N:21]4)[CH:13]=[CH:14]2)=[N:9]1)[C:2]1[CH:3]=[CH:4][CH:5]=[CH:6][CH:7]=1. The yield is 0.190.